This data is from Reaction yield outcomes from USPTO patents with 853,638 reactions. The task is: Predict the reaction yield, written as a fraction of the theoretical maximum amount of product (1.0 means a 100% yield; for example, 0.34 means a 34% yield). (1) The catalyst is N1C=CC=CC=1. The product is [Br:30][C:31]1[CH:36]=[C:35]([CH3:37])[C:34]([NH:38][C:39]([NH:1][C:2]2[CH:3]=[C:4]([C:23]3[CH:28]=[CH:27][CH:26]=[C:25]([F:29])[CH:24]=3)[CH:5]=[CH:6][C:7]=2[C:8]([NH:10][C@H:11]([C:19]([O:21][CH3:22])=[O:20])[C@@H:12]([CH3:18])[O:13][C:14]([CH3:17])([CH3:15])[CH3:16])=[O:9])=[O:40])=[C:33]([CH3:41])[CH:32]=1. The yield is 0.990. The reactants are [NH2:1][C:2]1[CH:3]=[C:4]([C:23]2[CH:28]=[CH:27][CH:26]=[C:25]([F:29])[CH:24]=2)[CH:5]=[CH:6][C:7]=1[C:8]([NH:10][C@H:11]([C:19]([O:21][CH3:22])=[O:20])[C@@H:12]([CH3:18])[O:13][C:14]([CH3:17])([CH3:16])[CH3:15])=[O:9].[Br:30][C:31]1[CH:32]=[C:33]([CH3:41])[C:34]([N:38]=[C:39]=[O:40])=[C:35]([CH3:37])[CH:36]=1. (2) The reactants are Cl.[F:2][C:3]1[CH:4]=[C:5]([C:8]2[N:12]=[C:11]([C@H:13]3[CH2:18][CH2:17][CH2:16][NH:15][CH2:14]3)[O:10][N:9]=2)[NH:6][CH:7]=1.[F:19][C:20]1[CH:21]=[N:22][CH:23]=[CH:24][C:25]=1[C:26](O)=[O:27]. No catalyst specified. The product is [F:19][C:20]1[CH:21]=[N:22][CH:23]=[CH:24][C:25]=1[C:26]([N:15]1[CH2:16][CH2:17][CH2:18][C@H:13]([C:11]2[O:10][N:9]=[C:8]([C:5]3[NH:6][CH:7]=[C:3]([F:2])[CH:4]=3)[N:12]=2)[CH2:14]1)=[O:27]. The yield is 0.400. (3) The reactants are [NH:1]1[CH2:9][CH2:8][CH:4]([C:5]([OH:7])=[O:6])[CH2:3][CH2:2]1.C(=O)([O-])[O-].[Na+].[Na+].[C:16]([O:20][C:21](O[C:21]([O:20][C:16]([CH3:19])([CH3:18])[CH3:17])=[O:22])=[O:22])([CH3:19])([CH3:18])[CH3:17]. The catalyst is O.O1CCOCC1. The product is [C:21]([N:1]1[CH2:9][CH2:8][CH:4]([C:5]([OH:7])=[O:6])[CH2:3][CH2:2]1)([O:20][C:16]([CH3:19])([CH3:18])[CH3:17])=[O:22]. The yield is 0.900.